This data is from Full USPTO retrosynthesis dataset with 1.9M reactions from patents (1976-2016). The task is: Predict the reactants needed to synthesize the given product. (1) Given the product [NH2:17][C:15]1[N:16]=[C:11]([C:10](=[O:41])[C:9]([C:3]2[CH:4]=[CH:5][C:6]([F:8])=[CH:7][C:2]=2[F:1])=[O:40])[CH:12]=[CH:13][C:14]=1[N+:18]([O-:20])=[O:19], predict the reactants needed to synthesize it. The reactants are: [F:1][C:2]1[CH:7]=[C:6]([F:8])[CH:5]=[CH:4][C:3]=1[C:9]#[C:10][C:11]1[N:16]=[C:15]([NH2:17])[C:14]([N+:18]([O-:20])=[O:19])=[CH:13][CH:12]=1.P([O-])(O)(O)=O.[Na+].P([O-])([O-])(O)=O.[Na+].[Na+].[Mn]([O-])(=O)(=O)=O.[K+].[OH2:40].[OH2:41].O.O.O.S([O-])([O-])(=O)=S.[Na+].[Na+]. (2) Given the product [NH2:7][C@H:6]1[CH2:5][CH2:4][N:3]([C:18]2[CH:19]=[CH:20][C:21]3[CH2:27][N:26]([C:28]([O:30][C:31]([CH3:32])([CH3:33])[CH3:34])=[O:29])[CH2:25][CH2:24][CH2:23][C:22]=3[CH:35]=2)[C:2]1=[O:1], predict the reactants needed to synthesize it. The reactants are: [O:1]=[C:2]1[C@@H:6]([NH:7]C(OCC2C=CC=CC=2)=O)[CH2:5][CH2:4][N:3]1[C:18]1[CH:19]=[CH:20][C:21]2[CH2:27][N:26]([C:28]([O:30][C:31]([CH3:34])([CH3:33])[CH3:32])=[O:29])[CH2:25][CH2:24][CH2:23][C:22]=2[CH:35]=1. (3) Given the product [F:15][CH:16]([F:27])[O:17][C:18]1[CH:25]=[CH:24][C:21]([CH:22]([C:9]2([C:4]3[CH:5]=[C:6]([CH3:8])[CH:7]=[C:2]([F:1])[CH:3]=3)[S:10][CH2:11][CH2:12][CH2:13][S:14]2)[OH:23])=[CH:20][C:19]=1[CH3:26], predict the reactants needed to synthesize it. The reactants are: [F:1][C:2]1[CH:3]=[C:4]([CH:9]2[S:14][CH2:13][CH2:12][CH2:11][S:10]2)[CH:5]=[C:6]([CH3:8])[CH:7]=1.[F:15][CH:16]([F:27])[O:17][C:18]1[CH:25]=[CH:24][C:21]([CH:22]=[O:23])=[CH:20][C:19]=1[CH3:26]. (4) Given the product [Br:1][C:2]1[CH:7]=[C:6]([CH3:8])[C:5]([S:9][C:10]2[C:15]([N+:16]([O-:18])=[O:17])=[C:14](/[CH:19]=[CH:20]/[N:21]([CH3:23])[CH3:22])[N:13]=[C:12]([N:24]([C:25]3[CH:26]=[CH:27][C:28]([C:29]#[N:30])=[CH:31][CH:32]=3)[C:45](=[O:46])[O:44][C:41]([CH3:43])([CH3:42])[CH3:40])[N:11]=2)=[C:4]([CH3:33])[CH:3]=1, predict the reactants needed to synthesize it. The reactants are: [Br:1][C:2]1[CH:7]=[C:6]([CH3:8])[C:5]([S:9][C:10]2[C:15]([N+:16]([O-:18])=[O:17])=[C:14](/[CH:19]=[CH:20]/[N:21]([CH3:23])[CH3:22])[N:13]=[C:12]([NH:24][C:25]3[CH:32]=[CH:31][C:28]([C:29]#[N:30])=[CH:27][CH:26]=3)[N:11]=2)=[C:4]([CH3:33])[CH:3]=1.C(=O)([O-])[O-].[K+].[K+].[CH3:40][C:41]([O:44][C:45](O[C:45]([O:44][C:41]([CH3:43])([CH3:42])[CH3:40])=[O:46])=[O:46])([CH3:43])[CH3:42]. (5) The reactants are: [OH:1][CH:2]([C:10]1[CH:15]=[CH:14][CH:13]=[CH:12][N:11]=1)[C:3]1[CH:8]=[CH:7][CH:6]=[CH:5][C:4]=1[OH:9].[OH:16][CH:17]1[CH2:22][CH2:21][N:20]([CH3:23])[CH2:19][CH2:18]1.O.C1(C)C=CC(S(O)(=O)=[O:32])=CC=1.[C:36]([O-:39])([OH:38])=O.[Na+]. Given the product [CH3:23][N:20]1[CH2:21][CH2:22][CH:17]([O:1][CH:2]([C:10]2[CH:15]=[CH:14][CH:13]=[CH:12][N:11]=2)[C:3]2[CH:8]=[CH:7][CH:6]=[CH:5][C:4]=2[OH:9])[CH2:18][CH2:19]1.[C:17]([O-:16])(=[O:32])[C:36]([O-:39])=[O:38], predict the reactants needed to synthesize it.